This data is from Reaction yield outcomes from USPTO patents with 853,638 reactions. The task is: Predict the reaction yield, written as a fraction of the theoretical maximum amount of product (1.0 means a 100% yield; for example, 0.34 means a 34% yield). (1) The reactants are [Cl:1][C:2]1[C:7]([CH:8]=C)=[CH:6][N:5]=[C:4]([NH:10][C:11](=[O:13])[CH3:12])[CH:3]=1.N1C(C)=CC=CC=1C.I([O-])(=O)(=O)=[O:23].[Na+]. The catalyst is O1CCOCC1.O.[Os](=O)(=O)(=O)=O. The product is [Cl:1][C:2]1[C:7]([CH:8]=[O:23])=[CH:6][N:5]=[C:4]([NH:10][C:11](=[O:13])[CH3:12])[CH:3]=1. The yield is 0.710. (2) The reactants are C(OC([N:8]1[CH2:13][CH2:12][CH:11]([N:14]2[CH2:17][CH2:16][C:15]2=[O:18])[CH2:10][CH2:9]1)=O)(C)(C)C.C(O)(C(F)(F)F)=O. The catalyst is C(Cl)Cl. The product is [NH:8]1[CH2:13][CH2:12][CH:11]([N:14]2[CH2:17][CH2:16][C:15]2=[O:18])[CH2:10][CH2:9]1. The yield is 0.900. (3) The reactants are O1CCCC1.[CH:6]1([CH2:9][O:10][C:11]2[CH:12]=[C:13]([CH2:17][C:18](Cl)=[N:19][OH:20])[CH:14]=[CH:15][CH:16]=2)[CH2:8][CH2:7]1.[C:22]([C:24]1[C:25]([NH2:30])=[N:26][CH:27]=[CH:28][CH:29]=1)#[CH:23].C(N(CC)CC)C. The catalyst is O. The product is [CH:6]1([CH2:9][O:10][C:11]2[CH:12]=[C:13]([CH:14]=[CH:15][CH:16]=2)[CH2:17][C:18]2[CH:23]=[C:22]([C:24]3[C:25]([NH2:30])=[N:26][CH:27]=[CH:28][CH:29]=3)[O:20][N:19]=2)[CH2:8][CH2:7]1. The yield is 0.130. (4) The reactants are [CH3:1][N:2]([CH:12]1[CH:17]([CH3:18])[CH2:16][CH2:15][NH:14][CH2:13]1)[C:3]1[C:4]2[CH:11]=[CH:10][NH:9][C:5]=2[N:6]=[CH:7][N:8]=1.[C:19](Cl)(=[O:21])[CH3:20]. The catalyst is ClCCl.N1C=CC=CC=1. The product is [CH3:18][CH:17]1[CH2:16][CH2:15][N:14]([C:19](=[O:21])[CH3:20])[CH2:13][CH:12]1[N:2]([CH3:1])[C:3]1[C:4]2[CH:11]=[CH:10][NH:9][C:5]=2[N:6]=[CH:7][N:8]=1. The yield is 0.150. (5) The reactants are [OH:1][CH2:2][CH2:3][C@H:4]1[CH2:8][O:7][C:6]([CH3:10])([CH3:9])[O:5]1.C(N(CC)CC)C.[CH3:18][S:19](Cl)(=[O:21])=[O:20].O. The catalyst is ClCCl. The product is [CH3:9][C:6]1([CH3:10])[O:5][C@@H:4]([CH2:3][CH2:2][O:1][S:19]([CH3:18])(=[O:21])=[O:20])[CH2:8][O:7]1. The yield is 0.980. (6) The reactants are [C:1]([S:5]([C:8]1[CH:9]=[C:10]2[C:15](=[CH:16][CH:17]=1)[N:14]=[CH:13][CH:12]=[C:11]2[NH:18][C:19]1[C:23]([C:24]([O:26]CC)=[O:25])=[C:22]([CH3:29])[NH:21][N:20]=1)(=[O:7])=[O:6])([CH3:4])([CH3:3])[CH3:2].[OH-].[Na+]. The catalyst is CO.O1CCCC1. The product is [C:1]([S:5]([C:8]1[CH:9]=[C:10]2[C:15](=[CH:16][CH:17]=1)[N:14]=[CH:13][CH:12]=[C:11]2[NH:18][C:19]1[C:23]([C:24]([OH:26])=[O:25])=[C:22]([CH3:29])[NH:21][N:20]=1)(=[O:6])=[O:7])([CH3:4])([CH3:3])[CH3:2]. The yield is 1.07.